From a dataset of TCR-epitope binding with 47,182 pairs between 192 epitopes and 23,139 TCRs. Binary Classification. Given a T-cell receptor sequence (or CDR3 region) and an epitope sequence, predict whether binding occurs between them. (1) The epitope is KLGGALQAK. The TCR CDR3 sequence is CASSLVAVADNEQFF. Result: 1 (the TCR binds to the epitope). (2) The epitope is NLNESLIDL. The TCR CDR3 sequence is CASSLEHEQYF. Result: 0 (the TCR does not bind to the epitope). (3) The epitope is RQLLFVVEV. The TCR CDR3 sequence is CASSLPSGSYEQYF. Result: 1 (the TCR binds to the epitope). (4) The epitope is FTISVTTEIL. The TCR CDR3 sequence is CSVDAGAFSGNTIYF. Result: 1 (the TCR binds to the epitope). (5) The epitope is ILKEPVHGV. The TCR CDR3 sequence is CSVGDQGGSEQYF. Result: 0 (the TCR does not bind to the epitope). (6) The epitope is HTTDPSFLGRY. The TCR CDR3 sequence is CASGQENTGELFF. Result: 1 (the TCR binds to the epitope). (7) The epitope is NLVPMVATV. The TCR CDR3 sequence is CASRGTSGGPNTGELFF. Result: 1 (the TCR binds to the epitope). (8) The epitope is NEGVKAAW. The TCR CDR3 sequence is CASSLASRGGAYNEQFF. Result: 1 (the TCR binds to the epitope). (9) The epitope is KPLEFGATSAAL. The TCR CDR3 sequence is CASSSPDGFTGELFF. Result: 1 (the TCR binds to the epitope). (10) The epitope is NLNESLIDL. The TCR CDR3 sequence is CASSPLGANEQFF. Result: 1 (the TCR binds to the epitope).